This data is from Forward reaction prediction with 1.9M reactions from USPTO patents (1976-2016). The task is: Predict the product of the given reaction. (1) Given the reactants [C:1]([O:5][C:6](=[O:25])[NH:7][CH:8]([C:16]1[C:20]([CH2:21][CH3:22])=[C:19](N)[N:18](C)[N:17]=1)[CH2:9]C1C=CC=CC=1)([CH3:4])([CH3:3])[CH3:2].[C:26]([O-])([O-])=[O:27].[Cs+].[Cs+].CI, predict the reaction product. The product is: [C:1]([O:5][C:6](=[O:25])[NH:7][CH:8]([C:16]1[C:20]([CH2:21][CH3:22])=[C:19]([O:27][CH3:26])[NH:18][N:17]=1)[CH3:9])([CH3:4])([CH3:3])[CH3:2]. (2) Given the reactants [Cl:1][C:2]1[C:3]([OH:22])=[C:4]([C:9]([C:11]2[CH:12]=[N:13][N:14]([C:16]3[CH:21]=[CH:20][CH:19]=[CH:18][CH:17]=3)[CH:15]=2)=[O:10])[CH:5]=[C:6]([Cl:8])[CH:7]=1.Br[CH2:24][C:25]([O:27]CC)=[O:26], predict the reaction product. The product is: [Cl:1][C:2]1[CH:7]=[C:6]([Cl:8])[CH:5]=[C:4]([C:9]([C:11]2[CH:12]=[N:13][N:14]([C:16]3[CH:21]=[CH:20][CH:19]=[CH:18][CH:17]=3)[CH:15]=2)=[O:10])[C:3]=1[O:22][CH2:24][C:25]([OH:27])=[O:26]. (3) Given the reactants [NH2:1][C:2]1[CH:3]=[C:4]([CH:10]=[C:11](Br)[CH:12]=1)[C:5]([O:7][CH2:8][CH3:9])=[O:6].[F:14][C:15]1[CH:20]=[CH:19][CH:18]=[C:17]([O:21][CH3:22])[C:16]=1B(O)O.C(=O)([O-])[O-].[K+].[K+], predict the reaction product. The product is: [NH2:1][C:2]1[CH:3]=[C:4]([C:5]([O:7][CH2:8][CH3:9])=[O:6])[CH:10]=[C:11]([C:16]2[C:17]([O:21][CH3:22])=[CH:18][CH:19]=[CH:20][C:15]=2[F:14])[CH:12]=1. (4) Given the reactants [F:1][C:2]1[CH:7]=[CH:6][C:5]([CH:8]2[O:12]C(=O)[NH:10][CH:9]2[CH2:14][C:15]2[CH:20]=[CH:19][CH:18]=[C:17]([S:21][C:22]([F:25])([F:24])[F:23])[CH:16]=2)=[CH:4][CH:3]=1.[OH-].[Na+].O, predict the reaction product. The product is: [NH2:10][CH:9]([CH2:14][C:15]1[CH:20]=[CH:19][CH:18]=[C:17]([S:21][C:22]([F:25])([F:24])[F:23])[CH:16]=1)[CH:8]([C:5]1[CH:6]=[CH:7][C:2]([F:1])=[CH:3][CH:4]=1)[OH:12]. (5) Given the reactants [CH3:1][C:2]1([CH3:20])[C:11](=[O:12])[NH:10][C:9]2[N:8]=[C:7]([O:13][CH2:14][CH2:15][CH2:16][CH:17]=O)[CH:6]=[CH:5][C:4]=2[C:3]1=[O:19].Cl.[Cl:22][C:23]1[C:28]([Cl:29])=[CH:27][CH:26]=[CH:25][C:24]=1[N:30]1[CH2:35][CH2:34][NH:33][CH2:32][CH2:31]1.CCN(CC)CC.[BH-](OC(C)=O)(OC(C)=O)OC(C)=O.[Na+], predict the reaction product. The product is: [Cl:22][C:23]1[C:28]([Cl:29])=[CH:27][CH:26]=[CH:25][C:24]=1[N:30]1[CH2:35][CH2:34][N:33]([CH2:17][CH2:16][CH2:15][CH2:14][O:13][C:7]2[N:8]=[C:9]3[C:4]([C:3](=[O:19])[C:2]([CH3:20])([CH3:1])[C:11](=[O:12])[NH:10]3)=[CH:5][CH:6]=2)[CH2:32][CH2:31]1. (6) Given the reactants Cl.[F:2][C:3]1[CH:8]=[CH:7][C:6]([CH:9]([OH:23])[CH:10]([NH2:22])[CH2:11][C:12]2[CH:17]=[CH:16][C:15]([C:18]([F:21])([F:20])[F:19])=[CH:14][CH:13]=2)=[CH:5][CH:4]=1.[F:24][C:25]([F:36])([F:35])[C:26]1[CH:34]=[CH:33][C:29]([C:30](Cl)=[O:31])=[CH:28][CH:27]=1.C(=O)([O-])O.[Na+], predict the reaction product. The product is: [F:2][C:3]1[CH:4]=[CH:5][C:6]([CH:9]([OH:23])[CH:10]([NH:22][C:30](=[O:31])[C:29]2[CH:33]=[CH:34][C:26]([C:25]([F:24])([F:35])[F:36])=[CH:27][CH:28]=2)[CH2:11][C:12]2[CH:17]=[CH:16][C:15]([C:18]([F:21])([F:20])[F:19])=[CH:14][CH:13]=2)=[CH:7][CH:8]=1.